The task is: Predict which catalyst facilitates the given reaction.. This data is from Catalyst prediction with 721,799 reactions and 888 catalyst types from USPTO. (1) Reactant: [C:1](OC(=O)C)(=[O:3])[CH3:2].[CH3:8][O:9][C:10]1[CH:11]=[C:12]([C:16]([C:18]2[CH:23]=[C:22]([C:24]3([C:29]4[CH:34]=[CH:33][C:32]([Cl:35])=[CH:31][CH:30]=4)[O:28][CH2:27][CH2:26][O:25]3)[CH:21]=[CH:20][C:19]=2[NH2:36])=[O:17])[CH:13]=[CH:14][CH:15]=1. Product: [CH3:8][O:9][C:10]1[CH:11]=[C:12]([CH:13]=[CH:14][CH:15]=1)[C:16]([C:18]1[CH:23]=[C:22]([C:24]2([C:29]3[CH:30]=[CH:31][C:32]([Cl:35])=[CH:33][CH:34]=3)[O:28][CH2:27][CH2:26][O:25]2)[CH:21]=[CH:20][C:19]=1[NH:36][C:1](=[O:3])[CH3:2])=[O:17]. The catalyst class is: 11. (2) Reactant: [CH3:1][O:2][C:3](=[O:26])[CH2:4][C:5]1[C:14]([CH3:15])=[C:13]([C:16]2[CH:21]=[CH:20][C:19]([N+:22]([O-])=O)=[CH:18][CH:17]=2)[C:12]2[C:7](=[CH:8][CH:9]=[C:10]([Cl:25])[CH:11]=2)[CH:6]=1.C1COCC1.[Cl-].[NH4+].O. Product: [CH3:1][O:2][C:3](=[O:26])[CH2:4][C:5]1[C:14]([CH3:15])=[C:13]([C:16]2[CH:21]=[CH:20][C:19]([NH2:22])=[CH:18][CH:17]=2)[C:12]2[C:7](=[CH:8][CH:9]=[C:10]([Cl:25])[CH:11]=2)[CH:6]=1. The catalyst class is: 284. (3) Reactant: [OH:1][C:2]1[CH:9]=[CH:8][C:7]([O:10][CH3:11])=[CH:6][C:3]=1[CH:4]=[O:5].Cl.Cl[CH2:14][CH2:15][N:16]1[CH2:21][CH2:20][CH2:19][CH2:18][CH2:17]1.C([O-])([O-])=O.[K+].[K+].[I-].[Na+]. Product: [CH3:11][O:10][C:7]1[CH:8]=[CH:9][C:2]([O:1][CH2:14][CH2:15][N:16]2[CH2:21][CH2:20][CH2:19][CH2:18][CH2:17]2)=[C:3]([CH:6]=1)[CH:4]=[O:5]. The catalyst class is: 10. (4) Reactant: [CH2:1]([O:8][C:9]1[CH:10]=[CH:11][C:12]([OH:17])=[C:13]([CH:16]=1)[CH:14]=[O:15])[C:2]1[CH:7]=[CH:6][CH:5]=[CH:4][CH:3]=1.[C:18]1([Li])[CH:23]=[CH:22][CH:21]=[CH:20][CH:19]=1. Product: [CH2:1]([O:8][C:9]1[CH:10]=[CH:11][C:12]([OH:17])=[C:13]([CH:14]([OH:15])[C:18]2[CH:23]=[CH:22][CH:21]=[CH:20][CH:19]=2)[CH:16]=1)[C:2]1[CH:3]=[CH:4][CH:5]=[CH:6][CH:7]=1. The catalyst class is: 1.